Dataset: Catalyst prediction with 721,799 reactions and 888 catalyst types from USPTO. Task: Predict which catalyst facilitates the given reaction. (1) Reactant: [Cl:1][C:2]1[C:10]2[C:5](=[CH:6][C:7]([S:11]([NH:14][C@H:15]3[CH2:19][CH2:18][N:17]([C:20]4[CH:21]=[C:22]5[C:27](=[CH:28][C:29]=4[F:30])[CH2:26][NH:25][CH2:24][CH2:23]5)[C:16]3=[O:31])(=[O:13])=[O:12])=[CH:8][CH:9]=2)[NH:4][CH:3]=1.C(Cl)(=O)C. Product: [ClH:1].[Cl:1][C:2]1[C:10]2[C:5](=[CH:6][C:7]([S:11]([NH:14][C@H:15]3[CH2:19][CH2:18][N:17]([C:20]4[CH:21]=[C:22]5[C:27](=[CH:28][C:29]=4[F:30])[CH2:26][NH:25][CH2:24][CH2:23]5)[C:16]3=[O:31])(=[O:13])=[O:12])=[CH:8][CH:9]=2)[NH:4][CH:3]=1. The catalyst class is: 5. (2) Reactant: [Cl:1][C:2]1[C:3]([CH2:10][NH:11][C:12]2[CH:21]=[C:20]3[C:15]([CH2:16][CH2:17][CH:18]([C:22]4[C:27]([F:28])=[CH:26][CH:25]=[CH:24][N:23]=4)[O:19]3)=[CH:14][C:13]=2[Cl:29])=[C:4]([NH2:9])[C:5]([CH3:8])=[N:6][CH:7]=1.C1N=CN([C:35](N2C=NC=C2)=[O:36])C=1.C1CCN2C(=NCCC2)CC1.O. Product: [Cl:1][C:2]1[C:3]2[CH2:10][N:11]([C:12]3[CH:21]=[C:20]4[C:15]([CH2:16][CH2:17][CH:18]([C:22]5[C:27]([F:28])=[CH:26][CH:25]=[CH:24][N:23]=5)[O:19]4)=[CH:14][C:13]=3[Cl:29])[C:35](=[O:36])[NH:9][C:4]=2[C:5]([CH3:8])=[N:6][CH:7]=1. The catalyst class is: 1. (3) Reactant: Cl.NCCC[CH:6]=[C:7]([CH3:11])[C:8]([NH2:10])=[O:9].[C:12](OC(=O)CCC)(=O)[CH2:13][CH2:14]C.C(N(CC)CC)C.C([NH-])(=O)CCC. Product: [CH3:12][CH2:13][CH2:14][NH:10][C:8](=[O:9])[C:7]([CH3:11])=[CH2:6]. The catalyst class is: 5. (4) Reactant: [CH3:1][C@@:2]12[C@H:12]3[C@@H:13]([OH:26])[CH2:14][C@:15]4([CH3:25])[C@@:19]([OH:24])(C(CO)=O)[CH2:18][CH2:17][C@H:16]4[C@@H:11]3[CH2:10][CH2:9][C:8]1=[CH:7][C:5](=[O:6])[CH2:4][CH2:3]2.[O-][Bi](=O)=O.[Na+]. Product: [OH:26][C@H:13]1[CH2:14][C@@:15]2([CH3:25])[C@@H:16]([CH2:17][CH2:18][C:19]2=[O:24])[C@H:11]2[C@H:12]1[C@:2]1([CH3:1])[C:8]([CH2:9][CH2:10]2)=[CH:7][C:5](=[O:6])[CH2:4][CH2:3]1. The catalyst class is: 15. (5) Reactant: [CH3:1][C:2]1[N:7]=[C:6]([NH:8][CH3:9])[N:5]=[C:4]([NH:10][CH:11]2[CH2:16][CH2:15][CH2:14][CH:13]([C:17]([OH:19])=O)[CH2:12]2)[N:3]=1.[CH3:20][O:21][C:22]1[CH:27]=[CH:26][C:25]([CH2:28][NH2:29])=[C:24]([C:30]([F:33])([F:32])[F:31])[CH:23]=1.C(N(C(C)C)CC)(C)C.F[P-](F)(F)(F)(F)F.N1(O[P+](N(C)C)(N(C)C)N(C)C)C2C=CC=CC=2N=N1. Product: [CH3:1][C:2]1[N:7]=[C:6]([NH:8][CH3:9])[N:5]=[C:4]([NH:10][C@@H:11]2[CH2:16][CH2:15][CH2:14][C@H:13]([C:17]([NH:29][CH2:28][C:25]3[CH:26]=[CH:27][C:22]([O:21][CH3:20])=[CH:23][C:24]=3[C:30]([F:31])([F:32])[F:33])=[O:19])[CH2:12]2)[N:3]=1. The catalyst class is: 9.